From a dataset of Full USPTO retrosynthesis dataset with 1.9M reactions from patents (1976-2016). Predict the reactants needed to synthesize the given product. (1) The reactants are: [CH:1]1([NH2:7])[CH2:6][CH2:5][CH2:4][CH2:3][CH2:2]1.C([O:10][C:11]([C:13]1[C:14](=[O:31])[N:15]([CH2:24][C:25]2[CH:30]=[CH:29][CH:28]=[CH:27][CH:26]=2)[C:16]2[C:21]([C:22]=1[OH:23])=[CH:20][CH:19]=[CH:18][N:17]=2)=O)C. Given the product [CH:1]1([NH:7][C:11]([C:13]2[C:14](=[O:31])[N:15]([CH2:24][C:25]3[CH:30]=[CH:29][CH:28]=[CH:27][CH:26]=3)[C:16]3[C:21]([C:22]=2[OH:23])=[CH:20][CH:19]=[CH:18][N:17]=3)=[O:10])[CH2:6][CH2:5][CH2:4][CH2:3][CH2:2]1, predict the reactants needed to synthesize it. (2) Given the product [NH:1]1[C:5]2=[N:6][CH:7]=[CH:8][CH:9]=[C:4]2[C:3]([CH:10]([C:12]2[CH:13]=[CH:14][C:15]([NH:18][CH2:19][C:20]3[CH:21]=[CH:22][C:23]([C:26]([F:27])([F:29])[F:28])=[CH:24][CH:25]=3)=[N:16][CH:17]=2)[CH3:11])=[CH:2]1, predict the reactants needed to synthesize it. The reactants are: [NH:1]1[C:5]2=[N:6][CH:7]=[CH:8][CH:9]=[C:4]2[C:3]([C:10]([C:12]2[CH:13]=[CH:14][C:15]([NH:18][CH2:19][C:20]3[CH:25]=[CH:24][C:23]([C:26]([F:29])([F:28])[F:27])=[CH:22][CH:21]=3)=[N:16][CH:17]=2)=[CH2:11])=[CH:2]1. (3) Given the product [CH:13]1([CH2:16][O:1][N:2]2[C:3](=[O:12])[C:4]3[C:5](=[CH:8][CH:9]=[CH:10][CH:11]=3)[C:6]2=[O:7])[CH2:15][CH2:14]1, predict the reactants needed to synthesize it. The reactants are: [OH:1][N:2]1[C:6](=[O:7])[C:5]2=[CH:8][CH:9]=[CH:10][CH:11]=[C:4]2[C:3]1=[O:12].[CH:13]1([CH2:16]O)[CH2:15][CH2:14]1. (4) Given the product [N:11]1[C:20]2[C:15](=[CH:16][C:17]([C:21](=[O:23])[CH2:22][C:25](=[O:26])[CH3:24])=[CH:18][CH:19]=2)[CH:14]=[CH:13][CH:12]=1, predict the reactants needed to synthesize it. The reactants are: C[Si]([N-][Si](C)(C)C)(C)C.[Na+].[N:11]1[C:20]2[C:15](=[CH:16][C:17]([C:21](=[O:23])[CH3:22])=[CH:18][CH:19]=2)[CH:14]=[CH:13][CH:12]=1.[CH3:24][CH2:25][O:26]C(C)=O.[NH4+].[Cl-]. (5) Given the product [CH2:30]([NH:29][C:27](=[O:28])[N:26]([CH3:37])[C:22]1[CH:21]=[CH:20][CH:25]=[C:24]([B:10]2[O:11][C:12]([CH3:17])([CH3:18])[C:13]([CH3:15])([CH3:16])[O:14]2)[CH:23]=1)[CH2:31][CH2:32][CH2:33][CH2:34][CH2:35][CH3:36], predict the reactants needed to synthesize it. The reactants are: [B:10]1([B:10]2[O:14][C:13]([CH3:16])([CH3:15])[C:12]([CH3:18])([CH3:17])[O:11]2)[O:14][C:13]([CH3:16])([CH3:15])[C:12]([CH3:18])([CH3:17])[O:11]1.Br[C:20]1[CH:21]=[C:22]([N:26]([CH3:37])[C:27]([NH:29][CH2:30][CH2:31][CH2:32][CH2:33][CH2:34][CH2:35][CH3:36])=[O:28])[CH:23]=[CH:24][CH:25]=1.C([O-])(=O)C.[K+].O.